Dataset: Full USPTO retrosynthesis dataset with 1.9M reactions from patents (1976-2016). Task: Predict the reactants needed to synthesize the given product. Given the product [Cl:1][C:2]([C:6]([F:9])([F:8])[F:7])=[CH:3][CH2:4][OH:5], predict the reactants needed to synthesize it. The reactants are: [Cl:1][C:2]([C:6]([F:9])([F:8])[F:7])=[CH:3][CH:4]=[O:5].[BH4-].[Na+].